The task is: Binary Classification. Given a T-cell receptor sequence (or CDR3 region) and an epitope sequence, predict whether binding occurs between them.. This data is from TCR-epitope binding with 47,182 pairs between 192 epitopes and 23,139 TCRs. (1) The epitope is CLGGLLTMV. The TCR CDR3 sequence is CASSLVDPTGFGLETQYF. Result: 0 (the TCR does not bind to the epitope). (2) Result: 1 (the TCR binds to the epitope). The TCR CDR3 sequence is CASSLRAGYTF. The epitope is KLPDDFTGCV. (3) The epitope is QYDPVAALF. The TCR CDR3 sequence is CASSLLSGSSNEQFF. Result: 0 (the TCR does not bind to the epitope). (4) The epitope is LPPIVAKEI. The TCR CDR3 sequence is CASEIGNSGQETQYF. Result: 1 (the TCR binds to the epitope).